From a dataset of Forward reaction prediction with 1.9M reactions from USPTO patents (1976-2016). Predict the product of the given reaction. Given the reactants ClC(Cl)(Cl)[C:3]([C:5]1[N:14]2[C:8]([CH2:9][N:10]([C:19]([C:21]3[CH:26]=[CH:25][C:24]([C:27]4[CH:32]=[CH:31][CH:30]=[CH:29][C:28]=4[CH3:33])=[CH:23][CH:22]=3)=[O:20])[C:11]3[CH:18]=[CH:17][CH:16]=[CH:15][C:12]=3[CH2:13]2)=[CH:7][CH:6]=1)=[O:4].[NH2:36][CH2:37][C:38]1[CH:39]=[N:40][CH:41]=[CH:42][CH:43]=1.CS(C)=O, predict the reaction product. The product is: [CH3:33][C:28]1[CH:29]=[CH:30][CH:31]=[CH:32][C:27]=1[C:24]1[CH:23]=[CH:22][C:21]([C:19]([N:10]2[C:11]3[CH:18]=[CH:17][CH:16]=[CH:15][C:12]=3[CH2:13][N:14]3[C:5]([C:3]([NH:36][CH2:37][C:38]4[CH:39]=[N:40][CH:41]=[CH:42][CH:43]=4)=[O:4])=[CH:6][CH:7]=[C:8]3[CH2:9]2)=[O:20])=[CH:26][CH:25]=1.